The task is: Predict the reactants needed to synthesize the given product.. This data is from Full USPTO retrosynthesis dataset with 1.9M reactions from patents (1976-2016). (1) Given the product [Cl:26][CH2:27][CH2:32][CH2:31][CH:22]1[CH2:21][C:20]2[C:19]1=[CH:18][CH:17]=[CH:16][C:15]=2[OH:14], predict the reactants needed to synthesize it. The reactants are: P(Cl)(Cl)(Cl)=O.ClC1[N+]([O-])=NC([O:14][C:15]2[C:20]([CH:21]=[CH2:22])=[C:19](C)[CH:18]=[C:17](C)[C:16]=2C)=CC=1.[Cl:26][C:27]1N=[N+]([O-])C(OC2C(C=C)=C(C)C=C(C)C=2C)=[CH:31][CH:32]=1. (2) The reactants are: [CH2:1]([N:3]([CH2:29][CH3:30])[CH2:4][CH2:5][NH:6][C:7](=[O:28])[C:8]1[CH:13]=[CH:12][C:11]([NH:14][C:15](=[O:25])[CH2:16][O:17]CC2C=CC=CC=2)=[CH:10][C:9]=1[O:26][CH3:27])[CH3:2]. Given the product [CH2:29]([N:3]([CH2:1][CH3:2])[CH2:4][CH2:5][NH:6][C:7](=[O:28])[C:8]1[CH:13]=[CH:12][C:11]([NH:14][C:15](=[O:25])[CH2:16][OH:17])=[CH:10][C:9]=1[O:26][CH3:27])[CH3:30], predict the reactants needed to synthesize it. (3) The reactants are: Cl[C:2]1[C:7]2=[N:8][N:9]=[CH:10][N:6]2[N:5]=[C:4]([C:11]2[CH:16]=[CH:15][C:14]([Cl:17])=[CH:13][C:12]=2[Cl:18])[N:3]=1.Cl.[NH:20]1[CH2:25][CH2:24][CH2:23][CH:22]([NH:26][C:27]2[N:32]=[CH:31][C:30]([C:33]#[N:34])=[CH:29][CH:28]=2)[CH2:21]1.C(N(CC)C(C)C)(C)C. Given the product [Cl:18][C:12]1[CH:13]=[C:14]([Cl:17])[CH:15]=[CH:16][C:11]=1[C:4]1[N:3]=[C:2]([N:20]2[CH2:25][CH2:24][CH2:23][CH:22]([NH:26][C:27]3[N:32]=[CH:31][C:30]([C:33]#[N:34])=[CH:29][CH:28]=3)[CH2:21]2)[C:7]2=[N:8][N:9]=[CH:10][N:6]2[N:5]=1, predict the reactants needed to synthesize it. (4) Given the product [OH:11][C@H:10]([C:12]1[CH:13]=[N:14][CH:15]=[CH:16][CH:17]=1)[CH2:9][NH:8][C@H:19]([CH3:40])[CH2:20][C:21]1[CH:22]=[CH:23][C:24]([S:27]([C:30]2[CH:39]=[CH:38][C:33]([C:34]([O:36][CH3:37])=[O:35])=[CH:32][CH:31]=2)(=[O:29])=[O:28])=[CH:25][CH:26]=1, predict the reactants needed to synthesize it. The reactants are: C([N:8]([C@H:19]([CH3:40])[CH2:20][C:21]1[CH:26]=[CH:25][C:24]([S:27]([C:30]2[CH:39]=[CH:38][C:33]([C:34]([O:36][CH3:37])=[O:35])=[CH:32][CH:31]=2)(=[O:29])=[O:28])=[CH:23][CH:22]=1)[CH2:9][C@@H:10]([C:12]1[CH:13]=[N:14][C:15](Cl)=[CH:16][CH:17]=1)[OH:11])C1C=CC=CC=1.C([O-])=O.[NH4+]. (5) Given the product [F:9][C:5]1[C:6]([F:8])=[CH:7][CH:2]=[CH:3][C:4]=1[NH2:10], predict the reactants needed to synthesize it. The reactants are: Br[C:2]1[CH:7]=[C:6]([F:8])[C:5]([F:9])=[C:4]([N+:10]([O-])=O)[C:3]=1Br.C(N(CC)CC)C.[H][H].BrC1C(Br)=CC(F)=C(F)C=1N. (6) Given the product [Cl:18][C:16]1[CH:15]=[C:14]([C:13]([O:12][CH2:11][CH3:10])=[O:19])[C:30]2[C:29](=[O:28])[CH:26]([C:22]3[N:21]([CH3:20])[CH:25]=[CH:24][N:23]=3)[CH:1]([C:2]3[CH:3]=[CH:4][CH:5]=[CH:6][CH:7]=3)[NH:8][C:9]=2[CH:17]=1, predict the reactants needed to synthesize it. The reactants are: [CH:1](=[N:8]/[C:9]1[CH:17]=[C:16]([Cl:18])[CH:15]=[C:14]2[C:10]=1[CH2:11][O:12][C:13]2=[O:19])\[C:2]1[CH:7]=[CH:6][CH:5]=[CH:4][CH:3]=1.[CH3:20][N:21]1[CH:25]=[CH:24][N:23]=[C:22]1[CH:26]=O.[O-:28][CH2:29][CH3:30].[Na+]. (7) Given the product [NH2:33][C:34]1[S:38][C:37]([C:39]2[CH:44]=[CH:43][CH:42]=[CH:41][C:40]=2[F:45])=[N:36][C:35]=1[C:46]([NH:23][C:18]1[CH:19]=[N:20][N:21]([CH3:22])[C:17]=1[C@@H:5]1[CH2:6][CH2:7][C@@H:8]([NH2:9])[C@@H:2]([F:1])[CH2:3][O:4]1)=[O:47], predict the reactants needed to synthesize it. The reactants are: [F:1][C@@H:2]1[C@H:8]([NH:9]C(=O)OC(C)(C)C)[CH2:7][CH2:6][C@@H:5]([C:17]2[N:21]([CH3:22])[N:20]=[CH:19][C:18]=2[N+:23]([O-])=O)[O:4][CH2:3]1.C(OC([NH:33][C:34]1[S:38][C:37]([C:39]2[CH:44]=[CH:43][CH:42]=[CH:41][C:40]=2[F:45])=[N:36][C:35]=1[C:46](O)=[O:47])=O)(C)(C)C.